Dataset: Catalyst prediction with 721,799 reactions and 888 catalyst types from USPTO. Task: Predict which catalyst facilitates the given reaction. (1) Reactant: O[CH:2]=[C:3]1[C:11]2[C:6](=[CH:7][CH:8]=[C:9]([C:12]([C:14]3[CH:19]=[CH:18][C:17]([NH:20][C:21]([C:23]4[N:24]([CH2:29][CH3:30])[N:25]=[C:26]([CH3:28])[CH:27]=4)=[O:22])=[CH:16][CH:15]=3)=[O:13])[CH:10]=2)[NH:5][C:4]1=[O:31].[NH2:32][C:33]1[CH:34]=[C:35]([OH:39])[CH:36]=[CH:37][CH:38]=1. Product: [OH:39][C:35]1[CH:34]=[C:33]([NH:32][CH:2]=[C:3]2[C:11]3[C:6](=[CH:7][CH:8]=[C:9]([C:12]([C:14]4[CH:19]=[CH:18][C:17]([NH:20][C:21]([C:23]5[N:24]([CH2:29][CH3:30])[N:25]=[C:26]([CH3:28])[CH:27]=5)=[O:22])=[CH:16][CH:15]=4)=[O:13])[CH:10]=3)[NH:5][C:4]2=[O:31])[CH:38]=[CH:37][CH:36]=1. The catalyst class is: 1. (2) Reactant: [N+:1]([C:4]1[CH:9]=[CH:8][C:7]([NH2:10])=[C:6]([NH2:11])[CH:5]=1)([O-:3])=[O:2].[C:12]1([CH:18]([C:22]2[CH:27]=[CH:26][CH:25]=[CH:24][CH:23]=2)[C:19](O)=O)[CH:17]=[CH:16][CH:15]=[CH:14][CH:13]=1. Product: [C:12]1([CH:18]([C:22]2[CH:23]=[CH:24][CH:25]=[CH:26][CH:27]=2)[C:19]2[NH:11][C:6]3[CH:5]=[C:4]([N+:1]([O-:3])=[O:2])[CH:9]=[CH:8][C:7]=3[N:10]=2)[CH:17]=[CH:16][CH:15]=[CH:14][CH:13]=1. The catalyst class is: 25. (3) Reactant: S(=O)(=O)(O)O.[Cl:6][C:7]1[CH:8]=[C:9]([C:14]2([CH3:37])[O:18][N:17]=[C:16]([C:19]3[CH:35]=[CH:34][C:22]([C:23]([NH:25][CH2:26][CH:27]4[CH2:31][O:30]C(C)(C)[O:28]4)=[O:24])=[C:21]([CH3:36])[CH:20]=3)[CH2:15]2)[CH:10]=[C:11]([Cl:13])[CH:12]=1. Product: [Cl:13][C:11]1[CH:10]=[C:9]([C:14]2([CH3:37])[O:18][N:17]=[C:16]([C:19]3[CH:35]=[CH:34][C:22]([C:23]([NH:25][CH2:26][CH:27]([OH:28])[CH2:31][OH:30])=[O:24])=[C:21]([CH3:36])[CH:20]=3)[CH2:15]2)[CH:8]=[C:7]([Cl:6])[CH:12]=1. The catalyst class is: 5. (4) Reactant: P(Cl)(Cl)(Cl)=O.C(OC([N:11]1[CH:20]=[CH:19][C:18]2[C:13](=[CH:14][C:15]([O:23][CH2:24][C:25]3[CH:30]=[CH:29][CH:28]=[CH:27][CH:26]=3)=[C:16]([O:21][CH3:22])[CH:17]=2)[CH:12]1[CH2:31][C:32]1[CH:37]=[CH:36][CH:35]=[C:34]([O:38][CH3:39])[CH:33]=1)=O)C.O.[OH-].[K+].CN(C)[CH:45]=[O:46]. The catalyst class is: 138. Product: [CH2:24]([O:23][C:15]1[CH:14]=[C:13]2[C:18]([C:19]([CH:45]=[O:46])=[CH:20][N:11]=[C:12]2[CH2:31][C:32]2[CH:37]=[CH:36][CH:35]=[C:34]([O:38][CH3:39])[CH:33]=2)=[CH:17][C:16]=1[O:21][CH3:22])[C:25]1[CH:30]=[CH:29][CH:28]=[CH:27][CH:26]=1.